The task is: Regression. Given a peptide amino acid sequence and an MHC pseudo amino acid sequence, predict their binding affinity value. This is MHC class II binding data.. This data is from Peptide-MHC class II binding affinity with 134,281 pairs from IEDB. (1) The peptide sequence is TVDSIGMLPRFT. The MHC is DRB1_0404 with pseudo-sequence DRB1_0404. The binding affinity (normalized) is 0. (2) The peptide sequence is SGHAFGAMAKKGDEQ. The MHC is HLA-DPA10103-DPB10301 with pseudo-sequence HLA-DPA10103-DPB10301. The binding affinity (normalized) is 0. (3) The peptide sequence is INQPTAAAIAYGLDR. The MHC is HLA-DQA10401-DQB10402 with pseudo-sequence HLA-DQA10401-DQB10402. The binding affinity (normalized) is 0.528. (4) The peptide sequence is ERWFVRNPFFAVTAL. The MHC is H-2-IAd with pseudo-sequence H-2-IAd. The binding affinity (normalized) is 0.816. (5) The binding affinity (normalized) is 0. The peptide sequence is VWKRELNLLDKRQFE. The MHC is HLA-DQA10303-DQB10402 with pseudo-sequence HLA-DQA10303-DQB10402. (6) The binding affinity (normalized) is 0.491. The peptide sequence is IEENGSMRVFVDVIR. The MHC is DRB1_1501 with pseudo-sequence DRB1_1501.